From a dataset of Catalyst prediction with 721,799 reactions and 888 catalyst types from USPTO. Predict which catalyst facilitates the given reaction. (1) Reactant: C(=O)([O:7][C:8]1[C:20]2[CH2:19][O:18][C:17](=[O:21])[C:16]=2[C:15]([C:22]2[CH:27]=[C:26]([O:28][CH3:29])[CH:25]=[C:24]([O:30][CH3:31])[CH:23]=2)=[C:14]2[C:9]=1[CH:10]=[C:11]([O:34][CH3:35])[C:12]([O:32][CH3:33])=[CH:13]2)OC(C)(C)C.N1CCCCC1.Cl. Product: [CH3:31][O:30][C:24]1[CH:23]=[C:22]([C:15]2[C:16]3[C:17](=[O:21])[O:18][CH2:19][C:20]=3[C:8]([OH:7])=[C:9]3[C:14]=2[CH:13]=[C:12]([O:32][CH3:33])[C:11]([O:34][CH3:35])=[CH:10]3)[CH:27]=[C:26]([O:28][CH3:29])[CH:25]=1. The catalyst class is: 4. (2) Reactant: [C:1]([C:3]1[CH:4]=[C:5]([CH:10]=[CH:11][C:12]=1[CH2:13][N:14]1[CH2:19][CH2:18][CH:17]([CH2:20][N:21]([C@@H:28]2[CH2:30][C@H:29]2[C:31]2[CH:36]=[CH:35][CH:34]=[CH:33][CH:32]=2)C(=O)C(F)(F)F)[CH2:16][CH2:15]1)[C:6]([O:8]C)=[O:7])#[N:2].[OH-].[K+:38]. Product: [C:1]([C:3]1[CH:4]=[C:5]([CH:10]=[CH:11][C:12]=1[CH2:13][N:14]1[CH2:19][CH2:18][CH:17]([CH2:20][NH:21][C@@H:28]2[CH2:30][C@H:29]2[C:31]2[CH:36]=[CH:35][CH:34]=[CH:33][CH:32]=2)[CH2:16][CH2:15]1)[C:6]([O-:8])=[O:7])#[N:2].[K+:38]. The catalyst class is: 24. (3) Reactant: [Br:1][C:2]1[CH:25]=[CH:24][C:5]([O:6][CH2:7][CH:8]2[CH2:13][CH2:12][N:11]([C:14]([C:16]3([C:20]([F:23])([F:22])[F:21])[CH2:19][CH2:18][CH2:17]3)=O)[CH2:10][CH2:9]2)=[CH:4][C:3]=1[F:26].S(C)C.O. Product: [Br:1][C:2]1[CH:25]=[CH:24][C:5]([O:6][CH2:7][CH:8]2[CH2:13][CH2:12][N:11]([CH2:14][C:16]3([C:20]([F:23])([F:21])[F:22])[CH2:17][CH2:18][CH2:19]3)[CH2:10][CH2:9]2)=[CH:4][C:3]=1[F:26]. The catalyst class is: 1. (4) Reactant: [F:1][C:2]1[CH:3]=[C:4]([C@H:8]([N:13]2[C:21]3[C:16](=[CH:17][CH:18]=[CH:19][CH:20]=3)[CH:15]=[CH:14]2)[C@H:9]([OH:12])[CH2:10][OH:11])[CH:5]=[CH:6][CH:7]=1.[OH-].[K+].[I:24]I.S([O-])([O-])(=O)=S.[Na+].[Na+]. Product: [F:1][C:2]1[CH:3]=[C:4]([C@H:8]([N:13]2[C:21]3[C:16](=[CH:17][CH:18]=[CH:19][CH:20]=3)[C:15]([I:24])=[CH:14]2)[C@H:9]([OH:12])[CH2:10][OH:11])[CH:5]=[CH:6][CH:7]=1. The catalyst class is: 9. (5) Reactant: [CH3:1][N:2]1[C:6]([C:7]([O:9]C)=[O:8])=[CH:5][C:4]([C:11]2[CH:16]=[CH:15][CH:14]=[CH:13][CH:12]=2)=[N:3]1.O.O.[OH-].[Li+]. Product: [CH3:1][N:2]1[C:6]([C:7]([OH:9])=[O:8])=[CH:5][C:4]([C:11]2[CH:16]=[CH:15][CH:14]=[CH:13][CH:12]=2)=[N:3]1. The catalyst class is: 14. (6) Reactant: [CH3:1][C:2]([CH3:32])([CH3:31])[C:3]([C:5]1[C:13]2[C:8](=[N:9][CH:10]=[C:11]([NH:14][C:15]3[CH:22]=[CH:21][C:18]([CH:19]=O)=[CH:17][CH:16]=3)[N:12]=2)[N:7]([CH2:23][O:24][CH2:25][CH2:26][Si:27]([CH3:30])([CH3:29])[CH3:28])[CH:6]=1)=[O:4].[C:33]([CH2:35][C:36]([NH:38][CH2:39][CH3:40])=[O:37])#[N:34].N1CCCCC1. Product: [C:33]([C:35](=[CH:19][C:18]1[CH:21]=[CH:22][C:15]([NH:14][C:11]2[N:12]=[C:13]3[C:5]([C:3](=[O:4])[C:2]([CH3:32])([CH3:1])[CH3:31])=[CH:6][N:7]([CH2:23][O:24][CH2:25][CH2:26][Si:27]([CH3:30])([CH3:29])[CH3:28])[C:8]3=[N:9][CH:10]=2)=[CH:16][CH:17]=1)[C:36]([NH:38][CH2:39][CH3:40])=[O:37])#[N:34]. The catalyst class is: 5.